This data is from Forward reaction prediction with 1.9M reactions from USPTO patents (1976-2016). The task is: Predict the product of the given reaction. (1) Given the reactants [CH3:1][NH:2][CH2:3][CH2:4][C@H:5]([O:11][C:12]1[CH:13]=[CH:14][CH:15]=[C:16]2[CH:21]=[CH:20][CH:19]=[CH:18][C:17]=12)[C:6]1[S:10][CH:9]=[CH:8][CH:7]=1.C(OCC)(=O)C.[ClH:28], predict the reaction product. The product is: [CH3:1][NH:2][CH2:3][CH2:4][C@H:5]([O:11][C:12]1[CH:13]=[CH:14][CH:15]=[C:16]2[CH:21]=[CH:20][CH:19]=[CH:18][C:17]=12)[C:6]1[S:10][CH:9]=[CH:8][CH:7]=1.[ClH:28]. (2) Given the reactants [CH2:1]([N:8]1[CH2:13][CH2:12][C:11]([OH:17])([C:14]([OH:16])=O)[CH2:10][CH2:9]1)[C:2]1[CH:7]=[CH:6][CH:5]=[CH:4][CH:3]=1.C(N(CC)C(C)C)(C)C.Cl.[CH:28]1([CH:34]2[C:43]3[C:38](=[CH:39][CH:40]=[CH:41][CH:42]=3)[CH2:37][CH2:36][NH:35]2)[CH2:33][CH2:32][CH2:31][CH2:30][CH2:29]1, predict the reaction product. The product is: [CH2:1]([N:8]1[CH2:9][CH2:10][C:11]([C:14]([N:35]2[CH2:36][CH2:37][C:38]3[C:43](=[CH:42][CH:41]=[CH:40][CH:39]=3)[CH:34]2[CH:28]2[CH2:33][CH2:32][CH2:31][CH2:30][CH2:29]2)=[O:16])([OH:17])[CH2:12][CH2:13]1)[C:2]1[CH:3]=[CH:4][CH:5]=[CH:6][CH:7]=1. (3) Given the reactants [CH:1]1([NH:4][C:5](=O)[CH2:6][CH2:7][C:8]2[CH:13]=[CH:12][C:11]([F:14])=[CH:10][CH:9]=2)[CH2:3][CH2:2]1.[Li].O.O.O.O.O.O.O.O.O.O.S([O-])([O-])(=O)=O.[Na+].[Na+], predict the reaction product. The product is: [CH:1]1([NH:4][CH2:5][CH2:6][CH2:7][C:8]2[CH:9]=[CH:10][C:11]([F:14])=[CH:12][CH:13]=2)[CH2:2][CH2:3]1.[CH2:1]([NH:4][CH2:5][CH2:6][CH2:7][C:8]1[CH:9]=[CH:10][C:11]([F:14])=[CH:12][CH:13]=1)[CH2:2][CH3:3].